The task is: Regression. Given a peptide amino acid sequence and an MHC pseudo amino acid sequence, predict their binding affinity value. This is MHC class II binding data.. This data is from Peptide-MHC class II binding affinity with 134,281 pairs from IEDB. (1) The peptide sequence is IRQAGVQYSR. The MHC is HLA-DPA10103-DPB10401 with pseudo-sequence HLA-DPA10103-DPB10401. The binding affinity (normalized) is 0.0299. (2) The peptide sequence is AHGETVSAVAELIGD. The MHC is HLA-DPA10103-DPB10301 with pseudo-sequence HLA-DPA10103-DPB10301. The binding affinity (normalized) is 0. (3) The peptide sequence is SDVGEFRAVTELG. The MHC is HLA-DQA10501-DQB10301 with pseudo-sequence HLA-DQA10501-DQB10301. The binding affinity (normalized) is 0.325. (4) The peptide sequence is FLHSEEGSRAYRNAL. The binding affinity (normalized) is 0.402. The MHC is DRB3_0101 with pseudo-sequence DRB3_0101. (5) The peptide sequence is YPFIEQEGPEFFDQE. The MHC is H-2-IEd with pseudo-sequence H-2-IEd. The binding affinity (normalized) is 0.189. (6) The peptide sequence is KHIVWASRELERFAV. The MHC is HLA-DPA10103-DPB10401 with pseudo-sequence HLA-DPA10103-DPB10401. The binding affinity (normalized) is 0.474. (7) The peptide sequence is AGLGLRSAISSGLGS. The MHC is DRB1_1501 with pseudo-sequence DRB1_1501. The binding affinity (normalized) is 0.202. (8) The peptide sequence is GQNYTYKWETFLTRE. The MHC is DRB1_0405 with pseudo-sequence DRB1_0405. The binding affinity (normalized) is 0.194. (9) The peptide sequence is LSSKFNKFVSPKSVS. The MHC is DRB1_1302 with pseudo-sequence DRB1_1302. The binding affinity (normalized) is 0.423.